The task is: Predict the reactants needed to synthesize the given product.. This data is from Full USPTO retrosynthesis dataset with 1.9M reactions from patents (1976-2016). (1) The reactants are: C([C:3]1[CH:4]=[CH:5][CH:6]=[C:7]2[C:12]=1[N:11]=[C:10]([C:13]1([C:16]3[CH:21]=[CH:20][CH:19]=[CH:18][CH:17]=3)[CH2:15][CH2:14]1)[C:9]([OH:22])=[C:8]2[C:23]([OH:25])=[O:24])C.COC1C=C2C(=CC=1)NC(=O)[C:31]2=[O:38].C(OCC(C1(C2C=CC([Cl:55])=CC=2)CC1)=O)(=O)C. Given the product [Cl:55][C:19]1[CH:18]=[CH:17][C:16]([C:13]2([C:10]3[C:9]([OH:22])=[C:8]([C:23]([OH:25])=[O:24])[C:7]4[C:12](=[CH:3][CH:4]=[C:5]([O:38][CH3:31])[CH:6]=4)[N:11]=3)[CH2:14][CH2:15]2)=[CH:21][CH:20]=1, predict the reactants needed to synthesize it. (2) Given the product [CH3:9][O:10][C:11](=[O:36])[C:12]1[CH:17]=[CH:16][C:15]([CH2:18][N:19]2[C:30]3[C:35](=[CH:34][CH:33]=[CH:32][CH:31]=3)/[C:21](=[C:22](\[C:5]3[CH:6]=[CH:7][C:2]([Cl:1])=[CH:3][CH:4]=3)/[C:23]3[CH:24]=[CH:25][CH:26]=[CH:27][CH:28]=3)/[C:20]2=[O:29])=[N:14][CH:13]=1, predict the reactants needed to synthesize it. The reactants are: [Cl:1][C:2]1[CH:7]=[CH:6][C:5](I)=[CH:4][CH:3]=1.[CH3:9][O:10][C:11](=[O:36])[C:12]1[CH:17]=[CH:16][C:15]([CH2:18][N:19]([C:30]2[CH:35]=[CH:34][CH:33]=[CH:32][CH:31]=2)[C:20](=[O:29])[C:21]#[C:22][C:23]2[CH:28]=[CH:27][CH:26]=[CH:25][CH:24]=2)=[N:14][CH:13]=1. (3) Given the product [CH3:8][O:9][C:10]([CH:12]1[CH:16]([C@@H:17]([CH3:27])[CH2:18][OH:19])[CH2:15][N:14]([C:28]([O:30][CH2:31][C:32]2[CH:37]=[CH:36][CH:35]=[CH:34][CH:33]=2)=[O:29])[CH2:13]1)=[O:11], predict the reactants needed to synthesize it. The reactants are: N1C=CC=CC=1.F.[CH3:8][O:9][C:10]([CH:12]1[CH:16]([C@@H:17]([CH3:27])[CH2:18][O:19][Si](C(C)(C)C)(C)C)[CH2:15][N:14]([C:28]([O:30][CH2:31][C:32]2[CH:37]=[CH:36][CH:35]=[CH:34][CH:33]=2)=[O:29])[CH2:13]1)=[O:11].